Dataset: Forward reaction prediction with 1.9M reactions from USPTO patents (1976-2016). Task: Predict the product of the given reaction. (1) The product is: [OH:24][C:25]1[CH:30]=[CH:29][C:28]([C:8]2[CH:23]=[CH:22][CH:21]=[C:10]([CH2:11][N:12]([CH3:20])[C:13](=[O:19])[O:14][C:15]([CH3:18])([CH3:17])[CH3:16])[CH:9]=2)=[CH:27][CH:26]=1. Given the reactants C(=O)([O-])[O-].[K+].[K+].Br[C:8]1[CH:9]=[C:10]([CH:21]=[CH:22][CH:23]=1)[CH2:11][N:12]([CH3:20])[C:13](=[O:19])[O:14][C:15]([CH3:18])([CH3:17])[CH3:16].[OH:24][C:25]1[CH:30]=[CH:29][C:28](B(O)O)=[CH:27][CH:26]=1, predict the reaction product. (2) Given the reactants [Cl:1][C:2]1[CH:7]=[CH:6][N:5]=[C:4]([CH:8]([NH:10][C:11]2[O:12][C:13]3[C:19]([O:20][CH3:21])=[CH:18][C:17]([C:22]([OH:24])=O)=[CH:16][C:14]=3[N:15]=2)[CH3:9])[CH:3]=1.[CH:25]1([O:28][C@H:29]2[CH2:33][NH:32][C@H:31]([CH2:34][OH:35])[CH2:30]2)[CH2:27][CH2:26]1.C(N(CC)C(C)C)(C)C.CN(C(ON1N=NC2C=CC=NC1=2)=[N+](C)C)C.F[P-](F)(F)(F)(F)F, predict the reaction product. The product is: [Cl:1][C:2]1[CH:7]=[CH:6][N:5]=[C:4]([CH:8]([NH:10][C:11]2[O:12][C:13]3[C:19]([O:20][CH3:21])=[CH:18][C:17]([C:22]([N:32]4[CH2:33][C@H:29]([O:28][CH:25]5[CH2:26][CH2:27]5)[CH2:30][C@H:31]4[CH2:34][OH:35])=[O:24])=[CH:16][C:14]=3[N:15]=2)[CH3:9])[CH:3]=1. (3) Given the reactants [C:1]([NH:4][CH2:5][CH2:6][CH2:7][S:8]([O:11][CH2:12][C:13]([CH3:35])([CH3:34])[C@@H:14]([O:26]CC1C=CC=CC=1)[C:15]([O:17][CH2:18][O:19][C:20]([O:22][CH:23]([CH3:25])[CH3:24])=[O:21])=[O:16])(=[O:10])=[O:9])(=[O:3])[CH3:2], predict the reaction product. The product is: [C:1]([NH:4][CH2:5][CH2:6][CH2:7][S:8]([O:11][CH2:12][C:13]([CH3:34])([CH3:35])[C@@H:14]([OH:26])[C:15]([O:17][CH2:18][O:19][C:20]([O:22][CH:23]([CH3:24])[CH3:25])=[O:21])=[O:16])(=[O:9])=[O:10])(=[O:3])[CH3:2].